From a dataset of Forward reaction prediction with 1.9M reactions from USPTO patents (1976-2016). Predict the product of the given reaction. (1) Given the reactants [CH2:1]([O:8][C:9]([N:11]1[CH2:19][CH2:18][N:17](C(OCC2C=CC=CC=2)=O)[CH2:16][CH2:15][N:14]([C:30]([O:32][CH2:33][C:34]2[CH:39]=[CH:38][CH:37]=[CH:36][CH:35]=2)=[O:31])[CH2:13][CH2:12]1)=[O:10])[C:2]1[CH:7]=[CH:6][CH:5]=[CH:4][CH:3]=1.I[Si](C)(C)C, predict the reaction product. The product is: [CH2:1]([O:8][C:9]([N:11]1[CH2:19][CH2:18][NH:17][CH2:16][CH2:15][N:14]([C:30]([O:32][CH2:33][C:34]2[CH:39]=[CH:38][CH:37]=[CH:36][CH:35]=2)=[O:31])[CH2:13][CH2:12]1)=[O:10])[C:2]1[CH:3]=[CH:4][CH:5]=[CH:6][CH:7]=1. (2) Given the reactants Br[C:2]1[CH:3]=[C:4]2[C:8](=[C:9]([C:11]([NH2:13])=[O:12])[CH:10]=1)[NH:7][CH:6]=[C:5]2[CH:14]1[CH2:19][CH2:18][N:17]([S:20]([CH2:23][CH2:24][CH2:25][O:26][CH3:27])(=[O:22])=[O:21])[CH2:16][CH2:15]1.O1CCOCC1.CC1(C)C(C)(C)OB([C:42]2[CH:43]=[C:44]([CH:47]=[O:48])[S:45][CH:46]=2)O1.C(=O)([O-])[O-].[K+].[K+], predict the reaction product. The product is: [CH:47]([C:44]1[S:45][CH:46]=[C:42]([C:2]2[CH:3]=[C:4]3[C:8](=[C:9]([C:11]([NH2:13])=[O:12])[CH:10]=2)[NH:7][CH:6]=[C:5]3[CH:14]2[CH2:19][CH2:18][N:17]([S:20]([CH2:23][CH2:24][CH2:25][O:26][CH3:27])(=[O:22])=[O:21])[CH2:16][CH2:15]2)[CH:43]=1)=[O:48]. (3) Given the reactants [OH:1][C:2]1[CH:13]=[CH:12][C:5]2[C:6]([C:9]([OH:11])=[O:10])=[N:7][O:8][C:4]=2[CH:3]=1.[C:14](OC(=O)C)(=[O:16])[CH3:15], predict the reaction product. The product is: [C:14]([O:1][C:2]1[CH:13]=[CH:12][C:5]2[C:6]([C:9]([OH:11])=[O:10])=[N:7][O:8][C:4]=2[CH:3]=1)(=[O:16])[CH3:15].